Dataset: Full USPTO retrosynthesis dataset with 1.9M reactions from patents (1976-2016). Task: Predict the reactants needed to synthesize the given product. (1) Given the product [CH3:1][O:2][C:3](=[O:44])[C:4]1[CH:5]=[CH:6][C:7]([O:10][CH2:11][CH2:12][C:13]2[C:21]3[C:16](=[CH:17][CH:18]=[C:19]([Cl:22])[CH:20]=3)[N:15]([CH:23]([C:30]3[CH:31]=[CH:32][CH:33]=[CH:34][CH:35]=3)[C:24]3[CH:29]=[CH:28][CH:27]=[CH:26][CH:25]=3)[C:14]=2[CH:36]=[CH:37][C:38]([OH:40])=[O:39])=[CH:8][CH:9]=1, predict the reactants needed to synthesize it. The reactants are: [CH3:1][O:2][C:3](=[O:44])[C:4]1[CH:9]=[CH:8][C:7]([O:10][CH2:11][CH2:12][C:13]2[C:21]3[C:16](=[CH:17][CH:18]=[C:19]([Cl:22])[CH:20]=3)[N:15]([CH:23]([C:30]3[CH:35]=[CH:34][CH:33]=[CH:32][CH:31]=3)[C:24]3[CH:29]=[CH:28][CH:27]=[CH:26][CH:25]=3)[C:14]=2[CH:36]=[CH:37][C:38]([O:40]CC=C)=[O:39])=[CH:6][CH:5]=1.C1COCC1.N1CCOCC1. (2) Given the product [OH:1][C:2]([CH3:11])([CH2:8][CH2:9][CH3:10])[C:3]([OH:5])=[O:4], predict the reactants needed to synthesize it. The reactants are: [OH:1][C:2]([CH3:11])([CH2:8][CH2:9][CH3:10])[C:3]([O:5]CC)=[O:4].[Li+].[OH-]. (3) Given the product [Cl:25][C:21]1[CH:20]=[C:19]([CH:24]=[CH:23][CH:22]=1)[C:18]([NH:17][C:16]1[C:11]([N:8]2[CH2:9][CH2:10][CH:5]([CH2:4][CH2:3][CH2:2][N:28]3[CH2:33][CH2:32][CH2:31][CH2:30][CH2:29]3)[CH2:6][CH2:7]2)=[N:12][CH:13]=[C:14]([Cl:27])[CH:15]=1)=[O:26], predict the reactants needed to synthesize it. The reactants are: Br[CH2:2][CH2:3][CH2:4][CH:5]1[CH2:10][CH2:9][N:8]([C:11]2[C:16]([NH:17][C:18](=[O:26])[C:19]3[CH:24]=[CH:23][CH:22]=[C:21]([Cl:25])[CH:20]=3)=[CH:15][C:14]([Cl:27])=[CH:13][N:12]=2)[CH2:7][CH2:6]1.[NH:28]1[CH2:33][CH2:32][CH2:31][CH2:30][CH2:29]1. (4) Given the product [F:2][C:3]1[CH:8]=[CH:7][C:6]([N:9]2[C:6]([NH2:9])=[CH:5][C:4]([CH3:3])=[N:10]2)=[C:5]([CH3:11])[CH:4]=1, predict the reactants needed to synthesize it. The reactants are: Cl.[F:2][C:3]1[CH:8]=[CH:7][C:6]([NH:9][NH2:10])=[C:5]([CH3:11])[CH:4]=1.[OH-].[Na+]. (5) Given the product [CH:1]([N:4]1[C:12]2[CH:11]=[C:10]([NH:13][C:14]3[CH:19]=[CH:18][N:17]=[C:16]([N:20]4[CH:24]=[C:23]([C:25]([NH:31][CH3:30])=[O:27])[N:22]=[CH:21]4)[N:15]=3)[N:9]=[CH:8][C:7]=2[N:6]=[C:5]1[CH3:28])([CH3:3])[CH3:2], predict the reactants needed to synthesize it. The reactants are: [CH:1]([N:4]1[C:12]2[CH:11]=[C:10]([NH:13][C:14]3[CH:19]=[CH:18][N:17]=[C:16]([N:20]4[CH:24]=[C:23]([C:25]([OH:27])=O)[N:22]=[CH:21]4)[N:15]=3)[N:9]=[CH:8][C:7]=2[N:6]=[C:5]1[CH3:28])([CH3:3])[CH3:2].C[CH2:30][N:31](C(C)C)C(C)C.CN(C(ON1N=NC2C=CC=CC1=2)=[N+](C)C)C.F[P-](F)(F)(F)(F)F.CN. (6) Given the product [CH:21]1([C:2]2[C:3]3[N:4]([CH:18]=[CH:19][N:20]=3)[CH:5]=[C:6]([C:8]3[CH:13]=[CH:12][C:11]([C:14]([F:17])([F:16])[F:15])=[CH:10][CH:9]=3)[CH:7]=2)[CH2:23][CH2:22]1, predict the reactants needed to synthesize it. The reactants are: Br[C:2]1[C:3]2[N:4]([CH:18]=[CH:19][N:20]=2)[CH:5]=[C:6]([C:8]2[CH:13]=[CH:12][C:11]([C:14]([F:17])([F:16])[F:15])=[CH:10][CH:9]=2)[CH:7]=1.[CH:21]1(B(O)O)[CH2:23][CH2:22]1.P([O-])([O-])([O-])=O.[K+].[K+].[K+].C1(C)C=CC=CC=1. (7) Given the product [F:36][C:37]([F:50])([F:51])[C:38]1[CH:39]=[C:40]([CH:43]=[C:44]([C:46]([F:49])([F:47])[F:48])[CH:45]=1)[CH2:41][N:8]([C:5]1[CH:4]=[N:3][C:2]([Br:1])=[CH:7][N:6]=1)[CH2:9][C:10]1[CH:15]=[C:14]([C:16]([F:17])([F:18])[F:19])[CH:13]=[CH:12][C:11]=1[CH:20]([N:24]1[CH2:25][CH2:26][O:27][CH2:28][CH2:29]1)[CH:21]([CH3:23])[CH3:22], predict the reactants needed to synthesize it. The reactants are: [Br:1][C:2]1[N:3]=[CH:4][C:5]([NH:8][CH2:9][C:10]2[CH:15]=[C:14]([C:16]([F:19])([F:18])[F:17])[CH:13]=[CH:12][C:11]=2[CH:20]([N:24]2[CH2:29][CH2:28][O:27][CH2:26][CH2:25]2)[CH:21]([CH3:23])[CH3:22])=[N:6][CH:7]=1.CC(C)([O-])C.[K+].[F:36][C:37]([F:51])([F:50])[C:38]1[CH:39]=[C:40]([CH:43]=[C:44]([C:46]([F:49])([F:48])[F:47])[CH:45]=1)[CH2:41]Br. (8) Given the product [ClH:41].[CH:1]1[C:13]2[CH:12]([CH2:14][O:15][C:16]([NH:18][C@@H:19]([CH2:27][C:28]3[CH:29]=[N:30][C:31]([C:34]4[CH:39]=[CH:38][CH:37]=[CH:36][C:35]=4[CH3:40])=[CH:32][CH:33]=3)[C:20]([OH:22])=[O:21])=[O:17])[C:11]3[C:6](=[CH:7][CH:8]=[CH:9][CH:10]=3)[C:5]=2[CH:4]=[CH:3][CH:2]=1, predict the reactants needed to synthesize it. The reactants are: [CH:1]1[C:13]2[CH:12]([CH2:14][O:15][C:16]([NH:18][C@@H:19]([CH2:27][C:28]3[CH:29]=[N:30][C:31]([C:34]4[CH:39]=[CH:38][CH:37]=[CH:36][C:35]=4[CH3:40])=[CH:32][CH:33]=3)[C:20]([O:22]C(C)(C)C)=[O:21])=[O:17])[C:11]3[C:6](=[CH:7][CH:8]=[CH:9][CH:10]=3)[C:5]=2[CH:4]=[CH:3][CH:2]=1.[Cl-:41].[Ca+2].[Cl-]. (9) Given the product [C:18]([N:15]1[CH2:14][CH2:13][CH:12]([CH2:11][NH:10][C:7]2[C:2]([C:36]3[CH:37]=[CH:38][C:33]([C:32]([NH:31][C:25]4[CH:30]=[CH:29][CH:28]=[CH:27][CH:26]=4)=[O:48])=[CH:34][CH:35]=3)=[C:3]([NH2:9])[N:4]=[CH:5][N:6]=2)[CH2:17][CH2:16]1)(=[O:20])[CH:49]=[CH2:50], predict the reactants needed to synthesize it. The reactants are: Cl[C:2]1[C:3]([NH2:9])=[N:4][CH:5]=[N:6][C:7]=1Cl.[NH2:10][CH2:11][CH:12]1[CH2:17][CH2:16][N:15]([C:18]([O:20]C(C)(C)C)=O)[CH2:14][CH2:13]1.[C:25]1([NH:31][C:32](=[O:48])[C:33]2[CH:38]=[CH:37][C:36](B3OC(C)(C)C(C)(C)O3)=[CH:35][CH:34]=2)[CH:30]=[CH:29][CH:28]=[CH:27][CH:26]=1.[C:49](Cl)(=O)[CH:50]=C. (10) Given the product [CH3:10][CH2:11][CH2:12][CH2:13][CH2:14][CH3:15].[CH3:1][N:2]1[C:6](=[O:7])[N:5]([CH3:8])[CH2:4][CH2:3]1, predict the reactants needed to synthesize it. The reactants are: [CH3:1][N:2]1[C:6](=[O:7])[N:5]([CH3:8])[CH2:4][CH2:3]1.O.[CH3:10][CH2:11][CH2:12][CH2:13][CH2:14][CH3:15].